Dataset: Reaction yield outcomes from USPTO patents with 853,638 reactions. Task: Predict the reaction yield, written as a fraction of the theoretical maximum amount of product (1.0 means a 100% yield; for example, 0.34 means a 34% yield). The reactants are [NH2:1][C:2]1[CH:14]=[CH:13][C:5]([N:6]([CH2:10][CH2:11][CH3:12])[CH2:7][CH2:8][CH3:9])=[CH:4][CH:3]=1.Br[C:16]1[N:21]=[CH:20][CH:19]=[CH:18][N:17]=1. No catalyst specified. The product is [CH2:7]([N:6]([CH2:10][CH2:11][CH3:12])[C:5]1[CH:13]=[CH:14][C:2]([NH:1][C:16]2[N:21]=[CH:20][CH:19]=[CH:18][N:17]=2)=[CH:3][CH:4]=1)[CH2:8][CH3:9]. The yield is 0.470.